Dataset: Full USPTO retrosynthesis dataset with 1.9M reactions from patents (1976-2016). Task: Predict the reactants needed to synthesize the given product. The reactants are: [CH2:1]([O:8][C:9]1[CH:10]=[C:11]([CH:13]=[C:14]([Br:16])[CH:15]=1)[NH2:12])[C:2]1[CH:7]=[CH:6][CH:5]=[CH:4][CH:3]=1.[C:17]([N:25]=[C:26]=[S:27])(=[O:24])[C:18]1[CH:23]=[CH:22][CH:21]=[CH:20][CH:19]=1. Given the product [CH2:1]([O:8][C:9]1[CH:10]=[C:11]([NH:12][C:26]([NH:25][C:17](=[O:24])[C:18]2[CH:19]=[CH:20][CH:21]=[CH:22][CH:23]=2)=[S:27])[CH:13]=[C:14]([Br:16])[CH:15]=1)[C:2]1[CH:3]=[CH:4][CH:5]=[CH:6][CH:7]=1, predict the reactants needed to synthesize it.